Dataset: Full USPTO retrosynthesis dataset with 1.9M reactions from patents (1976-2016). Task: Predict the reactants needed to synthesize the given product. (1) Given the product [F:1][C:2]([F:48])([P:44]([OH:46])([OH:45])=[O:49])[C:13]1[CH:14]=[CH:15][C:10]([CH2:9][C:8]([C:32]2[CH:33]=[CH:34][C:35]([C:38]([OH:40])=[O:39])=[CH:36][CH:37]=2)([CH2:7][C:6]2[CH:5]=[CH:4][C:3]([C:2]([F:1])([F:48])[P:44]([OH:47])([OH:46])=[O:45])=[CH:43][CH:42]=2)[C:23]([C:25]2[CH:26]=[CH:27][C:28]([F:31])=[CH:29][CH:30]=2)=[O:24])=[CH:11][CH:12]=1, predict the reactants needed to synthesize it. The reactants are: [F:1][C:2]([F:48])([P:44]([OH:47])([OH:46])=[O:45])[C:3]1[CH:43]=[CH:42][C:6]([CH2:7][C:8]([C:32]2[CH:37]=[CH:36][C:35]([C:38]([O:40]C)=[O:39])=[CH:34][CH:33]=2)([C:23]([C:25]2[CH:30]=[CH:29][C:28]([F:31])=[CH:27][CH:26]=2)=[O:24])[CH2:9][C:10]2[CH:15]=[CH:14][C:13](OP(C(F)F)(=O)O)=[CH:12][CH:11]=2)=[CH:5][CH:4]=1.[OH-:49].[Na+]. (2) Given the product [F:21][C:16]1[N:15]=[C:14]([N:9]2[C@@H:8]([C@@H:6]([OH:5])[CH3:7])[CH2:12][O:11][C:10]2=[O:13])[C:19]([F:20])=[CH:18][N:17]=1, predict the reactants needed to synthesize it. The reactants are: C([O:5][C@H:6]([C@H:8]1[CH2:12][O:11][C:10](=[O:13])[N:9]1[C:14]1[C:19]([F:20])=[CH:18][N:17]=[C:16]([F:21])[N:15]=1)[CH3:7])(C)(C)C.C(O)(C(F)(F)F)=O. (3) Given the product [CH3:25][O:24][C:21]1[N:22]=[C:23]2[C:18](=[CH:19][CH:20]=1)[N:17]=[CH:16][CH:15]=[C:14]2[CH2:13][CH2:12][N:9]1[CH2:10][CH2:11][C@@H:7]([CH2:6][NH2:5])[CH2:8]1, predict the reactants needed to synthesize it. The reactants are: C(OC(=O)[NH:5][CH2:6][C@@H:7]1[CH2:11][CH2:10][N:9]([CH2:12][CH2:13][C:14]2[C:23]3[C:18](=[CH:19][CH:20]=[C:21]([O:24][CH3:25])[N:22]=3)[N:17]=[CH:16][CH:15]=2)[CH2:8]1)C.C(=O)([O-])[O-].[K+].[K+]. (4) Given the product [N:3]1[C:7]2[CH:8]=[CH:9][C:10]([C:12]([N:14]3[CH2:21][CH2:20][C@:19]4([CH3:24])[C@@H:22]([CH3:23])[C@H:15]3[CH:16]([OH:30])[C:17]3[CH:28]=[CH:27][C:26]([OH:29])=[CH:25][C:18]=34)=[O:13])=[CH:11][C:6]=2[NH:5][CH:4]=1, predict the reactants needed to synthesize it. The reactants are: [BH4-].[Na+].[N:3]1[C:7]2[CH:8]=[CH:9][C:10]([C:12]([N:14]3[CH2:21][CH2:20][C@:19]4([CH3:24])[C@@H:22]([CH3:23])[C@H:15]3[C:16](=[O:30])[C:17]3[CH:28]=[CH:27][C:26]([OH:29])=[CH:25][C:18]=34)=[O:13])=[CH:11][C:6]=2[NH:5][CH:4]=1.Cl.